Dataset: Catalyst prediction with 721,799 reactions and 888 catalyst types from USPTO. Task: Predict which catalyst facilitates the given reaction. Reactant: C[O:2][C:3]([CH:5]1[CH2:10][N:9]([S:11]([C:14]2[CH:19]=[CH:18][C:17]([Br:20])=[CH:16][CH:15]=2)(=[O:13])=[O:12])[CH2:8][CH2:7][N:6]1[C:21]([O:23][C:24]([CH3:27])([CH3:26])[CH3:25])=[O:22])=O.[H-].[H-].[H-].[H-].[Li+].[Al+3]. Product: [Br:20][C:17]1[CH:18]=[CH:19][C:14]([S:11]([N:9]2[CH2:8][CH2:7][N:6]([C:21]([O:23][C:24]([CH3:25])([CH3:26])[CH3:27])=[O:22])[CH:5]([CH2:3][OH:2])[CH2:10]2)(=[O:12])=[O:13])=[CH:15][CH:16]=1. The catalyst class is: 387.